This data is from Forward reaction prediction with 1.9M reactions from USPTO patents (1976-2016). The task is: Predict the product of the given reaction. (1) Given the reactants [F:1][C:2]1[CH:7]=[CH:6][C:5]([CH:8]([OH:12])[CH2:9][NH:10][CH3:11])=[CH:4][CH:3]=1.[C:13]([O:17][C:18](=[O:20])O)([CH3:16])([CH3:15])[CH3:14].O1CCCC1.C(=O)(O)[O-].[Na+], predict the reaction product. The product is: [C:13]([O:17][C:18](=[O:20])[N:10]([CH2:9][CH:8]([C:5]1[CH:4]=[CH:3][C:2]([F:1])=[CH:7][CH:6]=1)[OH:12])[CH3:11])([CH3:16])([CH3:15])[CH3:14]. (2) Given the reactants [NH2:1][C:2]1[CH:3]=[N:4][C:5]2[C:10]([C:11]=1[NH:12][CH2:13][CH2:14][CH2:15][C:16]([O:18][CH2:19][CH3:20])=[O:17])=[CH:9][CH:8]=[CH:7][CH:6]=2.[C:21](OC)(OC)(OC)[CH2:22][CH2:23][CH3:24], predict the reaction product. The product is: [CH2:22]([C:21]1[N:12]([CH2:13][CH2:14][CH2:15][C:16]([O:18][CH2:19][CH3:20])=[O:17])[C:11]2[C:10]3[CH:9]=[CH:8][CH:7]=[CH:6][C:5]=3[N:4]=[CH:3][C:2]=2[N:1]=1)[CH2:23][CH3:24]. (3) Given the reactants [Br:1][CH2:2][CH2:3][CH2:4][CH2:5][CH2:6][C:7]1[CH:12]=[CH:11][C:10]([C:13]2[CH:18]=[CH:17][CH:16]=[CH:15][CH:14]=2)=[CH:9][CH:8]=1.[N:19]1[C:28]2[C:23](=[CH:24][CH:25]=[CH:26][CH:27]=2)[CH:22]=[CH:21][CH:20]=1, predict the reaction product. The product is: [Br-:1].[C:10]1([C:13]2[CH:18]=[CH:17][CH:16]=[CH:15][CH:14]=2)[CH:11]=[CH:12][C:7]([CH2:6][CH2:5][CH2:4][CH2:3][CH2:2][N+:19]2[C:28]3[C:23](=[CH:24][CH:25]=[CH:26][CH:27]=3)[CH:22]=[CH:21][CH:20]=2)=[CH:8][CH:9]=1.